Dataset: Reaction yield outcomes from USPTO patents with 853,638 reactions. Task: Predict the reaction yield, written as a fraction of the theoretical maximum amount of product (1.0 means a 100% yield; for example, 0.34 means a 34% yield). (1) The reactants are [B-](F)(F)(F)F.CCOC(C(C#N)=NOC(N(C)C)=[N+](C)C)=O.[F:23][C:24]1[CH:29]=[CH:28][CH:27]=[CH:26][C:25]=1[N:30]1[C:34]([O:35][C:36]([N:38]2[CH2:42][CH2:41][CH2:40][CH2:39]2)=[O:37])=[CH:33][C:32]([C:43]([OH:45])=O)=[N:31]1.[NH2:46][C@H:47]([C:52]1[CH:57]=[CH:56][CH:55]=[CH:54][C:53]=1[CH3:58])[CH2:48][C:49]([OH:51])=[O:50]. No catalyst specified. The product is [C:49]([CH2:48][C@H:47]([NH:46][C:43]([C:32]1[CH:33]=[C:34]([O:35][C:36]([N:38]2[CH2:42][CH2:41][CH2:40][CH2:39]2)=[O:37])[N:30]([C:25]2[CH:26]=[CH:27][CH:28]=[CH:29][C:24]=2[F:23])[N:31]=1)=[O:45])[C:52]1[CH:57]=[CH:56][CH:55]=[CH:54][C:53]=1[CH3:58])([OH:51])=[O:50]. The yield is 0.670. (2) The reactants are [Br:1][C:2]1[CH:3]=[C:4]([CH:20]=[CH:21][CH:22]=1)[CH2:5][N:6]1[C:14]2[C:13](=[O:15])[N:12]([CH3:16])[C:11](=[O:17])[N:10]([CH3:18])[C:9]=2[N:8]=[C:7]1S.[Cl:23][C:24]1[CH:25]=[C:26]([OH:30])[CH:27]=[CH:28][CH:29]=1.C(=O)([O-])[O-].[K+].[K+]. The catalyst is CN(C=O)C. The product is [Br:1][C:2]1[CH:3]=[C:4]([CH:20]=[CH:21][CH:22]=1)[CH2:5][N:6]1[C:14]2[C:13](=[O:15])[N:12]([CH3:16])[C:11](=[O:17])[N:10]([CH3:18])[C:9]=2[N:8]=[C:7]1[O:30][C:26]1[CH:27]=[CH:28][CH:29]=[C:24]([Cl:23])[CH:25]=1. The yield is 0.267. (3) The reactants are O=C1[C:10](=[N:11][N:12]=CC2(C)CC(C)(C(O)=O)CN2)[C:9]2C(=[CH:5][CH:6]=[CH:7][CH:8]=2)N1.Cl.C(N=C=NCCCN(C)C)C.[OH:36][C:37]1C2N=NNC=2[CH:40]=[CH:39][CH:38]=1.C([N:48]([CH2:51][CH3:52])[CH2:49][CH3:50])C.[NH2:53][C:54]1[CH:59]=[CH:58][CH:57]=[CH:56][C:55]=1[NH:60][C:61](=[O:72])[C:62]1[CH:67]=[CH:66][C:65]([NH:68][CH2:69][CH2:70][NH2:71])=[N:64][CH:63]=1.[CH3:73][N:74]([CH:76]=[O:77])C. The catalyst is [Cl-].[Na+].O. The product is [NH2:53][C:54]1[CH:59]=[CH:58][CH:57]=[CH:56][C:55]=1[NH:60][C:61](=[O:72])[C:62]1[CH:67]=[CH:66][C:65]([NH:68][CH2:69][CH2:70][NH:71][C:37]([C:38]2[C:39]([CH3:40])=[C:51]([CH:52]=[N:12][N:11]=[C:10]3[C:9]4[C:73](=[CH:5][CH:6]=[CH:7][CH:8]=4)[NH:74][C:76]3=[O:77])[NH:48][C:49]=2[CH3:50])=[O:36])=[N:64][CH:63]=1. The yield is 0.700. (4) The reactants are [C:1]1([CH2:7][CH2:8][CH2:9][N:10]2[CH2:19][CH2:18][C:17]3([C:20]4[CH:25]=[CH:24][CH:23]=[C:22]([O:26][CH3:27])[CH:21]=4)[C:12]([CH3:29])([CH2:13][CH2:14][CH:15]([NH2:28])[CH2:16]3)[CH2:11]2)[CH:6]=[CH:5][CH:4]=[CH:3][CH:2]=1.[CH2:30]1C[O:33][CH2:32][CH2:31]1.C([N:37]([CH2:40][CH3:41])[CH2:38][CH3:39])C.CN([P+](ON1N=N[C:55]2[CH:56]=C[CH:58]=[CH:59][C:54]1=2)(N(C)C)N(C)C)C.F[P-](F)(F)(F)(F)F. The catalyst is C(Cl)Cl.CCOC(C)=O. The product is [CH2:40]1[C:41]2[C:56](=[CH:55][CH:54]=[CH:59][CH:58]=2)[CH2:39][CH2:38][N:37]1[CH2:30][CH2:31][C:32]([NH:28][CH:15]1[CH2:14][CH2:13][C:12]2([CH3:29])[C:17]([C:20]3[CH:25]=[CH:24][CH:23]=[C:22]([O:26][CH3:27])[CH:21]=3)([CH2:18][CH2:19][N:10]([CH2:9][CH2:8][CH2:7][C:1]3[CH:6]=[CH:5][CH:4]=[CH:3][CH:2]=3)[CH2:11]2)[CH2:16]1)=[O:33]. The yield is 0.800. (5) The reactants are [CH3:1][O:2][C:3]1[CH:4]=[C:5]([NH2:15])[CH:6]=[C:7]([C:9]2[CH:14]=[CH:13][CH:12]=[CH:11][CH:10]=2)[CH:8]=1.[C:16]([N:24]=[C:25]=[S:26])(=[O:23])[C:17]1[CH:22]=[CH:21][CH:20]=[CH:19][CH:18]=1. The catalyst is CC(C)=O. The product is [C:16]([NH:24][C:25]([NH:15][C:5]1[CH:6]=[C:7]([C:9]2[CH:14]=[CH:13][CH:12]=[CH:11][CH:10]=2)[CH:8]=[C:3]([O:2][CH3:1])[CH:4]=1)=[S:26])(=[O:23])[C:17]1[CH:22]=[CH:21][CH:20]=[CH:19][CH:18]=1. The yield is 0.860.